Dataset: Tox21: 12 toxicity assays (nuclear receptors and stress response pathways). Task: Binary classification across 12 toxicity assays. (1) The molecule is O=C([O-])CN(CCN(CC(=O)[O-])CC(=O)[O-])CC(=O)[O-].[Fe+3]. It tested positive (active) for: SR-ARE (Antioxidant Response Element (oxidative stress)). (2) The compound is Cc1cc(NC(=O)C2=C(O)c3ccccc3S(=O)(=O)N2C)no1. It tested positive (active) for: SR-MMP (Mitochondrial Membrane Potential disruption). (3) The compound is COCCOC(=O)C1=C(C)NC(C)=C(C(=O)OC/C=C/c2ccccc2)C1c1cccc([N+](=O)[O-])c1. It tested positive (active) for: NR-AhR (Aryl hydrocarbon Receptor agonist activity), SR-ARE (Antioxidant Response Element (oxidative stress)), and SR-MMP (Mitochondrial Membrane Potential disruption).